From a dataset of Catalyst prediction with 721,799 reactions and 888 catalyst types from USPTO. Predict which catalyst facilitates the given reaction. (1) Reactant: Br[C:2]1[CH:3]=[C:4]2[C:11]3([O:15][N:14]([CH3:16])[C:13]([NH2:17])=[N:12]3)[CH2:10][CH:9]([CH:18]3[CH2:23][CH2:22][CH2:21][O:20][CH2:19]3)[O:8][C:5]2=[CH:6][CH:7]=1.[C:24]([C:26]1[CH:27]=[C:28](B(O)O)[CH:29]=[CH:30][CH:31]=1)#[N:25]. Product: [NH2:17][C:13]1[N:14]([CH3:16])[O:15][C:11]2([C:4]3[C:5](=[CH:6][CH:7]=[C:2]([C:30]4[CH:31]=[C:26]([CH:27]=[CH:28][CH:29]=4)[C:24]#[N:25])[CH:3]=3)[O:8][CH:9]([CH:18]3[CH2:23][CH2:22][CH2:21][O:20][CH2:19]3)[CH2:10]2)[N:12]=1. The catalyst class is: 806. (2) The catalyst class is: 2. Product: [CH:2]([C@:3]12[CH2:38][CH2:37][C@@H:36]([C:39]([CH3:41])=[CH2:40])[C@@H:4]1[C@@H:5]1[C@@:18]([CH3:21])([CH2:19][CH2:20]2)[C@@:17]2([CH3:22])[C@@H:8]([C@:9]3([CH3:35])[C@@H:14]([CH2:15][CH2:16]2)[C:13]([CH3:24])([CH3:23])[C:12]([C:25]2[CH:26]=[CH:27][C:28]([C:29]([O:31][CH3:32])=[O:30])=[CH:33][CH:34]=2)=[CH:11][CH2:10]3)[CH2:7][CH2:6]1)=[O:1]. Reactant: [OH:1][CH2:2][C@:3]12[CH2:38][CH2:37][C@@H:36]([C:39]([CH3:41])=[CH2:40])[C@@H:4]1[C@@H:5]1[C@@:18]([CH3:21])([CH2:19][CH2:20]2)[C@@:17]2([CH3:22])[C@@H:8]([C@:9]3([CH3:35])[C@@H:14]([CH2:15][CH2:16]2)[C:13]([CH3:24])([CH3:23])[C:12]([C:25]2[CH:34]=[CH:33][C:28]([C:29]([O:31][CH3:32])=[O:30])=[CH:27][CH:26]=2)=[CH:11][CH2:10]3)[CH2:7][CH2:6]1.C1C=C[NH+]=CC=1.[O-][Cr](Cl)(=O)=O. (3) Reactant: [NH:1]1[CH2:4][CH:3]([O:5][C:6]2[C:11]([C:12]3[CH:17]=[CH:16][C:15]([S:18]([CH3:20])=[O:19])=[CH:14][CH:13]=3)=[CH:10][C:9]([C:21]3[NH:30][C:29](=[O:31])[C:28]4[C:23](=[CH:24][C:25]([O:34][CH3:35])=[CH:26][C:27]=4[O:32][CH3:33])[N:22]=3)=[CH:8][CH:7]=2)[CH2:2]1.C=O.O.[C:39]([O-])(=O)C.[Na+].C(O)(=O)C.C(O[BH-](OC(=O)C)OC(=O)C)(=O)C.[Na+]. Product: [CH3:33][O:32][C:27]1[CH:26]=[C:25]([O:34][CH3:35])[CH:24]=[C:23]2[C:28]=1[C:29](=[O:31])[NH:30][C:21]([C:9]1[CH:10]=[C:11]([C:12]3[CH:17]=[CH:16][C:15]([S:18]([CH3:20])=[O:19])=[CH:14][CH:13]=3)[C:6]([O:5][CH:3]3[CH2:2][N:1]([CH3:39])[CH2:4]3)=[CH:7][CH:8]=1)=[N:22]2. The catalyst class is: 525. (4) Product: [Cl:1][C:2]1[CH:3]=[CH:4][C:5]2[N:6]([N:12]=[C:13]([N:26]3[CH2:27][CH2:28][CH2:29][CH2:30]3)[C:14]=2[CH2:15][C:16]2[N:21]=[C:20]([C:22]([O:24][CH3:25])=[O:23])[CH:19]=[CH:18][CH:17]=2)[CH:7]=1. The catalyst class is: 7. Reactant: [Cl:1][C:2]1[CH:3]=[CH:4][C:5]2[N:6]([N:12]=[C:13]([N:26]3[CH2:30][CH2:29][CH2:28][CH2:27]3)[C:14]=2[CH2:15][C:16]2[N:21]=[C:20]([C:22]([O:24][CH3:25])=[O:23])[CH:19]=[CH:18][CH:17]=2)[C:7]=1[Si](C)(C)C.[F-].C([N+](CCCC)(CCCC)CCCC)CCC.[Cl-].[NH4+]. (5) Reactant: [F:1][C:2]1[CH:7]=[CH:6][C:5]([C:8]2[C:9]([C:36]3[CH:41]=[CH:40][CH:39]=[CH:38][CH:37]=3)=[C:10]([C:18]([NH:20][CH2:21][C:22]3[CH:35]=[CH:34][C:25]([CH2:26][O:27][C:28](=[O:33])[C:29]([CH3:32])([CH3:31])[CH3:30])=[CH:24][CH:23]=3)=[O:19])[N:11]([CH:15]([CH3:17])[CH3:16])[C:12]=2[CH:13]=[O:14])=[CH:4][CH:3]=1.[BH4-].[Na+]. Product: [F:1][C:2]1[CH:7]=[CH:6][C:5]([C:8]2[C:9]([C:36]3[CH:37]=[CH:38][CH:39]=[CH:40][CH:41]=3)=[C:10]([C:18]([NH:20][CH2:21][C:22]3[CH:23]=[CH:24][C:25]([CH2:26][O:27][C:28](=[O:33])[C:29]([CH3:30])([CH3:31])[CH3:32])=[CH:34][CH:35]=3)=[O:19])[N:11]([CH:15]([CH3:17])[CH3:16])[C:12]=2[CH2:13][OH:14])=[CH:4][CH:3]=1. The catalyst class is: 36. (6) Reactant: [Br:1][C:2]1[C:7](O)=[C:6](Br)[CH:5]=[C:4]([CH3:10])[N:3]=1.[O:11]1CCCC1.Cl. Product: [Br:1][C:2]1[CH:7]=[CH:6][C:5]([OH:11])=[C:4]([CH3:10])[N:3]=1. The catalyst class is: 6. (7) The catalyst class is: 2. Reactant: [CH3:1][C:2]1[CH:21]=[CH:20][C:5]([CH:6]=[C:7]2[CH2:12][CH2:11][N:10](C(OC(C)(C)C)=O)[CH2:9][CH2:8]2)=[CH:4][C:3]=1[O:22][C:23]1[CH:28]=[CH:27][C:26]([C:29]([F:32])([F:31])[F:30])=[CH:25][N:24]=1.C(O)(C(F)(F)F)=O. Product: [CH3:1][C:2]1[CH:21]=[CH:20][C:5]([CH:6]=[C:7]2[CH2:12][CH2:11][NH:10][CH2:9][CH2:8]2)=[CH:4][C:3]=1[O:22][C:23]1[CH:28]=[CH:27][C:26]([C:29]([F:30])([F:32])[F:31])=[CH:25][N:24]=1.